This data is from Full USPTO retrosynthesis dataset with 1.9M reactions from patents (1976-2016). The task is: Predict the reactants needed to synthesize the given product. (1) Given the product [SH:16][C:14]1[S:15][C:11]2[CH:10]=[C:9]([N:8]([CH2:7][C:1]3[CH:2]=[CH:3][CH:4]=[CH:5][CH:6]=3)[C:27](=[O:28])[CH2:26][O:19][C:20]3[CH:25]=[CH:24][CH:23]=[CH:22][CH:21]=3)[CH:18]=[CH:17][C:12]=2[N:13]=1, predict the reactants needed to synthesize it. The reactants are: [C:1]1([CH2:7][NH:8][C:9]2[CH:18]=[CH:17][C:12]3[N:13]=[C:14]([SH:16])[S:15][C:11]=3[CH:10]=2)[CH:6]=[CH:5][CH:4]=[CH:3][CH:2]=1.[O:19]([CH2:26][C:27](Cl)=[O:28])[C:20]1[CH:25]=[CH:24][CH:23]=[CH:22][CH:21]=1. (2) Given the product [O:24]1[CH2:25][CH2:26][CH2:27][CH2:28][CH:23]1[O:22][CH2:21][CH2:20][N:14]1[CH2:13][CH:12]=[C:11]([C:8]2[CH:9]=[CH:10][C:5]([O:4][C:3]([F:2])([F:17])[F:18])=[CH:6][CH:7]=2)[CH2:16][CH2:15]1, predict the reactants needed to synthesize it. The reactants are: Cl.[F:2][C:3]([F:18])([F:17])[O:4][C:5]1[CH:10]=[CH:9][C:8]([C:11]2[CH2:12][CH2:13][NH:14][CH2:15][CH:16]=2)=[CH:7][CH:6]=1.Br[CH2:20][CH2:21][O:22][CH:23]1[CH2:28][CH2:27][CH2:26][CH2:25][O:24]1. (3) Given the product [CH:4]1[C:3]2[C:11]3[CH:16]=[CH:15][C:14]([C:17](=[O:19])[CH3:18])=[CH:13][C:12]=3[O:20][CH2:40][C:38]3([CH2:34][CH2:39]3)[CH2:37][O:1][C:2]=2[CH:7]=[C:6]([C:8](=[O:10])[CH3:9])[CH:5]=1, predict the reactants needed to synthesize it. The reactants are: [OH:1][C:2]1[CH:7]=[C:6]([C:8](=[O:10])[CH3:9])[CH:5]=[CH:4][C:3]=1[C:11]1[CH:16]=[CH:15][C:14]([C:17](=[O:19])[CH3:18])=[CH:13][C:12]=1[OH:20].[C:38]1(P([C:34]2[CH:39]=[CH:38][CH:37]=CC=2)[C:38]2[CH:37]=CC=[CH:34][CH:39]=2)[CH:37]=CC=[CH:34][CH:39]=1.[CH3:40]C(OC(/N=N/C(OC(C)C)=O)=O)C.